This data is from Forward reaction prediction with 1.9M reactions from USPTO patents (1976-2016). The task is: Predict the product of the given reaction. (1) Given the reactants [CH:1]1([N:5]2[C:13]3[C:8](=[CH:9][CH:10]=[C:11]([OH:14])[CH:12]=3)[C:7]([C:15]#[N:16])=[CH:6]2)[CH2:4][CH2:3][CH2:2]1.C(OB([O-])[O-])(C)C.[Li+].CC([N-]C(C)C)C.[Cl:32][C:33]1[CH:38]=[C:37](I)[CH:36]=[CH:35][C:34]=1[NH2:40].C([O-])([O-])=O.[K+].[K+], predict the reaction product. The product is: [NH2:40][C:34]1[CH:35]=[CH:36][C:37]([C:6]2[N:5]([CH:1]3[CH2:2][CH2:3][CH2:4]3)[C:13]3[C:8]([C:7]=2[C:15]#[N:16])=[CH:9][CH:10]=[C:11]([OH:14])[CH:12]=3)=[CH:38][C:33]=1[Cl:32]. (2) Given the reactants C([N:4]([CH:7]([CH3:9])C)[CH2:5][CH3:6])(C)C.[CH3:10][O:11][CH2:12][C:13]([OH:15])=O.[CH:16]1[CH:21]=N[C:19]2N(O)N=N[C:18]=2[CH:17]=1.[CH2:26](Cl)[CH2:27]Cl.[CH:30](Cl)(Cl)Cl, predict the reaction product. The product is: [CH2:7]([N:4]([CH2:5][C@@H:6]1[CH2:30][C@H:26]1[CH3:27])[C:13](=[O:15])[CH2:12][O:11][CH3:10])[C:9]1[CH:19]=[CH:18][CH:17]=[CH:16][CH:21]=1. (3) Given the reactants [Cl:1][CH:2]([CH2:6][C:7]1[CH:12]=[C:11]([N:13]2[C:17](=[O:18])[N:16]([CH:19]([F:21])[F:20])[C:15]([CH3:22])=[N:14]2)[C:10]([F:23])=[CH:9][C:8]=1[Cl:24])[C:3]([OH:5])=[O:4].[CH2:25](O)[CH3:26].CC1C=CC(S(O)(=O)=O)=CC=1, predict the reaction product. The product is: [CH3:25][CH2:26][O:4][C:3]([CH:2]([Cl:1])[CH2:6][C:7]1[CH:12]=[C:11]([N:13]2[N:14]=[C:15]([CH3:22])[N:16]([CH:19]([F:20])[F:21])[C:17]2=[O:18])[C:10]([F:23])=[CH:9][C:8]=1[Cl:24])=[O:5]. (4) The product is: [C:40]([O:39][C:37]([C:35]1[N:34]=[N:33][N:32]([CH2:31][C@H:30]([F:29])[CH2:44][C:14]([C:11]2[N:12]=[N:13][C:8]([I:7])=[CH:9][CH:10]=2)([C:22]([O:24][C:25]([CH3:28])([CH3:27])[CH3:26])=[O:23])[C:15]([O:17][C:18]([CH3:20])([CH3:21])[CH3:19])=[O:16])[CH:36]=1)=[O:38])([CH3:43])([CH3:42])[CH3:41]. Given the reactants C([O-])([O-])=O.[K+].[K+].[I:7][C:8]1[N:13]=[N:12][C:11]([CH:14]([C:22]([O:24][C:25]([CH3:28])([CH3:27])[CH3:26])=[O:23])[C:15]([O:17][C:18]([CH3:21])([CH3:20])[CH3:19])=[O:16])=[CH:10][CH:9]=1.[F:29][C@H:30]([CH2:44]I)[CH2:31][N:32]1[CH:36]=[C:35]([C:37]([O:39][C:40]([CH3:43])([CH3:42])[CH3:41])=[O:38])[N:34]=[N:33]1, predict the reaction product. (5) Given the reactants [CH2:1]([C@@H:5]1[NH:10][CH2:9][C@H:8]([C:11]2[CH:16]=[CH:15][CH:14]=[CH:13][C:12]=2[CH3:17])[NH:7][C:6]1=[O:18])[CH:2]([CH3:4])[CH3:3].[C:19]1([C@@H:25]2[CH2:27][C@H:26]2[C:28](O)=[O:29])[CH:24]=[CH:23][CH:22]=[CH:21][CH:20]=1.C([C@@H]1N(C([C@@H]2C[C@H]2C2C=CC=CC=2)=O)C[C@H](CC(C)C)NC1=O)C(C)C, predict the reaction product. The product is: [CH2:1]([C@@H:5]1[N:10]([C:28]([C@@H:26]2[CH2:27][C@H:25]2[C:19]2[CH:24]=[CH:23][CH:22]=[CH:21][CH:20]=2)=[O:29])[CH2:9][C@H:8]([C:11]2[CH:16]=[CH:15][CH:14]=[CH:13][C:12]=2[CH3:17])[NH:7][C:6]1=[O:18])[CH:2]([CH3:4])[CH3:3].